From a dataset of Forward reaction prediction with 1.9M reactions from USPTO patents (1976-2016). Predict the product of the given reaction. (1) The product is: [F:11][C:12]([F:14])([F:13])[CH:1]([C:3]1[CH:4]=[C:5]([CH:8]=[CH:9][CH:10]=1)[C:6]#[N:7])[OH:2]. Given the reactants [CH:1]([C:3]1[CH:4]=[C:5]([CH:8]=[CH:9][CH:10]=1)[C:6]#[N:7])=[O:2].[F:11][C:12]([Si](C)(C)C)([F:14])[F:13].[F-].C([N+](CCCC)(CCCC)CCCC)CCC, predict the reaction product. (2) Given the reactants [F:1][CH2:2][CH2:3][C@@H:4]1[C@@H:12]([O:13][CH2:14][CH:15]([CH3:17])[CH3:16])[C@H:11]([CH3:18])[O:10][C:9](=[O:19])[C@@H:8]([NH:20][C:21](=[O:31])[C:22]2[C:27]([OH:28])=[C:26]([O:29][CH3:30])[CH:25]=[CH:24][N:23]=2)[CH2:7][CH2:6][CH2:5]1.C([O-])([O-])=O.[K+].[K+].[C:38]([O:41][CH2:42]Br)(=[O:40])[CH3:39], predict the reaction product. The product is: [C:38]([O:41][CH2:42][O:28][C:27]1[C:22]([C:21](=[O:31])[NH:20][C@H:8]2[CH2:7][CH2:6][CH2:5][C@H:4]([CH2:3][CH2:2][F:1])[C@@H:12]([O:13][CH2:14][CH:15]([CH3:17])[CH3:16])[C@H:11]([CH3:18])[O:10][C:9]2=[O:19])=[N:23][CH:24]=[CH:25][C:26]=1[O:29][CH3:30])(=[O:40])[CH3:39]. (3) Given the reactants [C:1]([C:4]1[CH:9]=[CH:8][C:7]([S:10](Cl)(=[O:12])=[O:11])=[CH:6][CH:5]=1)(=[O:3])[CH3:2].[CH3:14][NH2:15].O, predict the reaction product. The product is: [C:1]([C:4]1[CH:9]=[CH:8][C:7]([S:10]([NH:15][CH3:14])(=[O:12])=[O:11])=[CH:6][CH:5]=1)(=[O:3])[CH3:2]. (4) Given the reactants Cl.Cl.[O:3]1[C:7]2[CH:8]=[CH:9][CH:10]=[C:11]([CH:12]3[CH2:17][CH2:16][N:15]([CH2:18][CH2:19][C@H:20]4[CH2:25][CH2:24][C@H:23]([NH2:26])[CH2:22][CH2:21]4)[CH2:14][CH2:13]3)[C:6]=2[CH2:5][CH2:4]1.[O:27]1[C:31]2[CH:32]=[CH:33][C:34]([CH2:36][C:37](O)=[O:38])=[CH:35][C:30]=2[O:29][CH2:28]1, predict the reaction product. The product is: [O:27]1[C:31]2[CH:32]=[CH:33][C:34]([CH2:36][C:37]([NH:26][C@H:23]3[CH2:22][CH2:21][C@H:20]([CH2:19][CH2:18][N:15]4[CH2:16][CH2:17][CH:12]([C:11]5[C:6]6[CH2:5][CH2:4][O:3][C:7]=6[CH:8]=[CH:9][CH:10]=5)[CH2:13][CH2:14]4)[CH2:25][CH2:24]3)=[O:38])=[CH:35][C:30]=2[O:29][CH2:28]1. (5) Given the reactants C([NH:9][C:10]1[O:11][C@H:12]([C:36]([F:39])([F:38])[F:37])[CH2:13][C@:14]([C:18]2[CH:19]=[C:20]([NH:25][C:26]([C:28]3[CH:33]=[N:32][C:31]([O:34][CH3:35])=[CH:30][N:29]=3)=[O:27])[CH:21]=[CH:22][C:23]=2[F:24])([CH2:16][F:17])[N:15]=1)(=O)C1C=CC=CC=1.N12CCCN=C1CCCCC2, predict the reaction product. The product is: [NH2:9][C:10]1[O:11][C@H:12]([C:36]([F:37])([F:39])[F:38])[CH2:13][C@:14]([C:18]2[CH:19]=[C:20]([NH:25][C:26]([C:28]3[CH:33]=[N:32][C:31]([O:34][CH3:35])=[CH:30][N:29]=3)=[O:27])[CH:21]=[CH:22][C:23]=2[F:24])([CH2:16][F:17])[N:15]=1.